From a dataset of Catalyst prediction with 721,799 reactions and 888 catalyst types from USPTO. Predict which catalyst facilitates the given reaction. (1) Reactant: FC(F)(F)C(OC(=O)C(F)(F)F)=O.[C:14]([C:17]1[S:18][CH:19]=[C:20]([C:22]([O:24][C:25]([CH3:28])([CH3:27])[CH3:26])=[O:23])[N:21]=1)(=O)[NH2:15].CCN(CC)CC.ClCCl. Product: [C:14]([C:17]1[S:18][CH:19]=[C:20]([C:22]([O:24][C:25]([CH3:28])([CH3:27])[CH3:26])=[O:23])[N:21]=1)#[N:15]. The catalyst class is: 170. (2) Reactant: [OH:1][C:2]1[C:3]([N+:11]([O-:13])=[O:12])=[C:4]([CH:8]=[CH:9][CH:10]=1)[C:5]([OH:7])=O.[CH3:14][O:15][C:16]1[CH:22]=[CH:21][C:19]([NH2:20])=[CH:18][CH:17]=1.Cl.C(N=C=NCCCN(C)C)C.ON1C2C=CC=CC=2N=N1. Product: [OH:1][C:2]1[C:3]([N+:11]([O-:13])=[O:12])=[C:4]([CH:8]=[CH:9][CH:10]=1)[C:5]([NH:20][C:19]1[CH:21]=[CH:22][C:16]([O:15][CH3:14])=[CH:17][CH:18]=1)=[O:7]. The catalyst class is: 289. (3) Product: [CH2:1]([O:8][C:9]([N:11]1[CH2:15][C@H:14]([O:16][C:17]([CH3:18])([CH3:20])[CH3:19])[CH2:13][C@H:12]1[C:21](=[O:22])[NH:24][CH2:25][C:26](=[O:28])[CH3:27])=[O:10])[C:2]1[CH:3]=[CH:4][CH:5]=[CH:6][CH:7]=1. Reactant: [CH2:1]([O:8][C:9]([N:11]1[CH2:15][C@H:14]([O:16][C:17]([CH3:20])([CH3:19])[CH3:18])[CH2:13][C@H:12]1[C:21](O)=[O:22])=[O:10])[C:2]1[CH:7]=[CH:6][CH:5]=[CH:4][CH:3]=1.[NH2:24][CH2:25][C:26](=[O:28])[CH3:27].CCN=C=NCCCN(C)C.Cl.C1C=CC2N(O)N=NC=2C=1.C(N(CC)CC)C. The catalyst class is: 46. (4) Reactant: [C:1]([O:5][C:6]([N:8]1[CH2:13][C@@H:12]([N:14]([C:19]([C:21]2[N:25]([CH2:26][CH2:27][CH2:28][CH2:29][O:30][CH3:31])[C:24]3[CH:32]=[CH:33][CH:34]=[CH:35][C:23]=3[N:22]=2)=[O:20])[CH2:15][CH:16]([CH3:18])[CH3:17])[CH2:11][C@@H:10]([C:36](O)=[O:37])[CH2:9]1)=[O:7])([CH3:4])([CH3:3])[CH3:2].[NH4+].[N:40]1(O)C2C=CC=CC=2N=N1.CCN=C=NCCCN(C)C.Cl.O. Product: [C:36]([C@@H:10]1[CH2:11][C@H:12]([N:14]([C:19]([C:21]2[N:25]([CH2:26][CH2:27][CH2:28][CH2:29][O:30][CH3:31])[C:24]3[CH:32]=[CH:33][CH:34]=[CH:35][C:23]=3[N:22]=2)=[O:20])[CH2:15][CH:16]([CH3:17])[CH3:18])[CH2:13][N:8]([C:6]([O:5][C:1]([CH3:3])([CH3:4])[CH3:2])=[O:7])[CH2:9]1)(=[O:37])[NH2:40]. The catalyst class is: 3. (5) Reactant: [I:1][C:2]1[CH:3]=[C:4]([CH:8]=[CH:9][C:10]=1[CH3:11])[C:5](Cl)=[O:6].C(N(CC)CC)C.[N:19]1([C:25]2[CH:26]=[C:27]([NH2:31])[CH:28]=[CH:29][CH:30]=2)[CH2:24][CH2:23][O:22][CH2:21][CH2:20]1. Product: [I:1][C:2]1[CH:3]=[C:4]([CH:8]=[CH:9][C:10]=1[CH3:11])[C:5]([NH:31][C:27]1[CH:28]=[CH:29][CH:30]=[C:25]([N:19]2[CH2:24][CH2:23][O:22][CH2:21][CH2:20]2)[CH:26]=1)=[O:6]. The catalyst class is: 9.